From a dataset of Full USPTO retrosynthesis dataset with 1.9M reactions from patents (1976-2016). Predict the reactants needed to synthesize the given product. Given the product [C:28]([O:32][C:33]([N:35]1[CH2:44][CH2:43][C:42]2[C:37](=[CH:38][C:39]([CH2:45][CH2:46][I:1])=[CH:40][CH:41]=2)[CH2:36]1)=[O:34])([CH3:31])([CH3:30])[CH3:29], predict the reactants needed to synthesize it. The reactants are: [I:1]I.C1(P(C2C=CC=CC=2)C2C=CC=CC=2)C=CC=CC=1.N1C=CC=CC=1.[C:28]([O:32][C:33]([N:35]1[CH2:44][CH2:43][C:42]2[C:37](=[CH:38][C:39]([CH2:45][CH2:46]O)=[CH:40][CH:41]=2)[CH2:36]1)=[O:34])([CH3:31])([CH3:30])[CH3:29].